Dataset: Forward reaction prediction with 1.9M reactions from USPTO patents (1976-2016). Task: Predict the product of the given reaction. (1) Given the reactants [OH-].[Na+].[CH2:3]([O:5][C:6]1[CH:7]=[CH:8][C:9]2[S:13]C(C)=[N:11][C:10]=2[CH:15]=1)[CH3:4], predict the reaction product. The product is: [NH2:11][C:10]1[CH:15]=[C:6]([O:5][CH2:3][CH3:4])[CH:7]=[CH:8][C:9]=1[SH:13]. (2) Given the reactants [CH:1](NC(C)C)([CH3:3])[CH3:2].[Li][CH2:9]CCC.CCOCC.[C:18]([O:23][CH2:24][CH3:25])(=[O:22])[CH:19]([CH3:21])[CH3:20].BrCCC=C, predict the reaction product. The product is: [CH3:20][C:19]([CH3:9])([CH2:21][CH2:3][CH:1]=[CH2:2])[C:18]([O:23][CH2:24][CH3:25])=[O:22].